The task is: Predict the reaction yield, written as a fraction of the theoretical maximum amount of product (1.0 means a 100% yield; for example, 0.34 means a 34% yield).. This data is from Reaction yield outcomes from USPTO patents with 853,638 reactions. (1) The reactants are [CH2:1]([C:10]1[CH:29]=[CH:28][C:13]([CH2:14][N:15]2[CH2:19][CH2:18][CH:17]([P:20](=[O:27])([O:24]CC)[O:21]CC)[CH2:16]2)=[CH:12][CH:11]=1)[CH2:2][CH2:3][CH2:4][CH2:5][CH2:6][CH2:7][CH2:8][CH3:9].Br[Si](C)(C)C. The catalyst is C(#N)C. The product is [CH2:1]([C:10]1[CH:29]=[CH:28][C:13]([CH2:14][N:15]2[CH2:19][CH2:18][CH:17]([P:20](=[O:21])([OH:24])[OH:27])[CH2:16]2)=[CH:12][CH:11]=1)[CH2:2][CH2:3][CH2:4][CH2:5][CH2:6][CH2:7][CH2:8][CH3:9]. The yield is 0.460. (2) The product is [Cl:1][C:2]1[CH:7]=[CH:6][C:5]([NH:8][C:9]([C:11]2[CH:16]=[CH:15][C:14]([CH:36]([OH:37])[C:29]3[C:30]4[C:31](=[N:32][CH:33]=[CH:34][CH:35]=4)[N:27]([Si:26]([CH:38]([CH3:40])[CH3:39])([CH:41]([CH3:43])[CH3:42])[CH:23]([CH3:24])[CH3:25])[CH:28]=3)=[CH:13][N:12]=2)=[O:10])=[CH:4][CH:3]=1. The catalyst is O1CCCC1. The reactants are [Cl:1][C:2]1[CH:7]=[CH:6][C:5]([NH:8][C:9]([C:11]2[CH:16]=[CH:15][C:14](Br)=[CH:13][N:12]=2)=[O:10])=[CH:4][CH:3]=1.C([Li])(C)(C)C.[CH:23]([Si:26]([CH:41]([CH3:43])[CH3:42])([CH:38]([CH3:40])[CH3:39])[N:27]1[C:31]2=[N:32][CH:33]=[CH:34][CH:35]=[C:30]2[C:29]([CH:36]=[O:37])=[CH:28]1)([CH3:25])[CH3:24].O. The yield is 0.140. (3) The reactants are [OH-].[K+].[CH2:3]([O:10][C:11]([NH:13][C@@H:14]([CH2:19][C:20]1[CH:25]=[CH:24][CH:23]=[CH:22][CH:21]=1)[C@H:15]([OH:18])[CH2:16]Cl)=[O:12])[C:4]1[CH:9]=[CH:8][CH:7]=[CH:6][CH:5]=1. The catalyst is C(O)C.ClCCl. The product is [CH2:3]([O:10][C:11]([NH:13][C@@H:14]([CH2:19][C:20]1[CH:25]=[CH:24][CH:23]=[CH:22][CH:21]=1)[C@@H:15]1[O:18][CH2:16]1)=[O:12])[C:4]1[CH:9]=[CH:8][CH:7]=[CH:6][CH:5]=1. The yield is 0.770. (4) The reactants are [NH:1]1[CH2:5][CH2:4][CH2:3][C:2]1=[N:6][C:7]#[N:8].[K].Br[CH2:11][C:12]([C:14]1[CH:19]=[CH:18][C:17]([CH3:20])=[CH:16][CH:15]=1)=[O:13]. The catalyst is C(#N)C. The product is [O:13]=[C:12]([C:14]1[CH:19]=[CH:18][C:17]([CH3:20])=[CH:16][CH:15]=1)[CH2:11][N:1]1[CH2:5][CH2:4][CH2:3][C:2]1=[N:6][C:7]#[N:8]. The yield is 0.840.